Dataset: Catalyst prediction with 721,799 reactions and 888 catalyst types from USPTO. Task: Predict which catalyst facilitates the given reaction. (1) Reactant: [Br:1][C:2]1[C:3]([Cl:11])=[C:4]([CH:8]=[CH:9][CH:10]=1)[C:5](O)=[O:6].Cl.[CH3:13][NH:14][O:15][CH3:16].Cl.CN(C)CCCN=C=NCC.N1C=CC=CC=1. Product: [Br:1][C:2]1[C:3]([Cl:11])=[C:4]([CH:8]=[CH:9][CH:10]=1)[C:5]([N:14]([O:15][CH3:16])[CH3:13])=[O:6]. The catalyst class is: 7. (2) Reactant: Br[CH2:2][C:3]([C:5]1[CH:10]=[CH:9][CH:8]=[C:7]([N+:11]([O-:13])=[O:12])[CH:6]=1)=O.[C:14]([NH2:19])(=[O:18])[CH:15]([CH3:17])[CH3:16].O. Product: [CH:15]([C:14]1[O:18][CH:2]=[C:3]([C:5]2[CH:10]=[CH:9][CH:8]=[C:7]([N+:11]([O-:13])=[O:12])[CH:6]=2)[N:19]=1)([CH3:17])[CH3:16]. The catalyst class is: 27.